Dataset: Full USPTO retrosynthesis dataset with 1.9M reactions from patents (1976-2016). Task: Predict the reactants needed to synthesize the given product. (1) Given the product [CH3:10][O:11][C:12]1[CH:13]=[C:14]([CH2:20][CH2:21][NH:22][C:4](=[O:9])[C:5]([F:6])([F:7])[F:8])[CH:15]=[CH:16][C:17]=1[O:18][CH3:19], predict the reactants needed to synthesize it. The reactants are: C(O[C:4](=[O:9])[C:5]([F:8])([F:7])[F:6])C.[CH3:10][O:11][C:12]1[CH:13]=[C:14]([CH2:20][CH2:21][NH2:22])[CH:15]=[CH:16][C:17]=1[O:18][CH3:19]. (2) The reactants are: [NH2:1][C:2]1[CH:7]=[CH:6][C:5]([C:8](=[O:29])[CH2:9][N:10]2[C:14](=[O:15])[C:13]([C:22]3[CH:27]=[CH:26][CH:25]=[CH:24][CH:23]=3)([C:16]3[CH:21]=[CH:20][CH:19]=[CH:18][CH:17]=3)[NH:12][C:11]2=[O:28])=[C:4]([F:30])[CH:3]=1.[N:31]([C:34]1[C:35]([CH3:40])=[N:36][O:37][C:38]=1[CH3:39])=[C:32]=[O:33]. Given the product [CH3:40][C:35]1[C:34]([NH:31][C:32]([NH:1][C:2]2[CH:7]=[CH:6][C:5]([C:8](=[O:29])[CH2:9][N:10]3[C:14](=[O:15])[C:13]([C:16]4[CH:21]=[CH:20][CH:19]=[CH:18][CH:17]=4)([C:22]4[CH:23]=[CH:24][CH:25]=[CH:26][CH:27]=4)[NH:12][C:11]3=[O:28])=[C:4]([F:30])[CH:3]=2)=[O:33])=[C:38]([CH3:39])[O:37][N:36]=1, predict the reactants needed to synthesize it. (3) Given the product [ClH:1].[Cl:1][C:2]1[C:3]([O:11][CH2:12][CH3:13])=[C:4]([CH:8]=[CH:9][CH:10]=1)[CH2:5][N:6]([CH3:7])[C:51](=[O:53])/[CH:50]=[CH:49]/[C:46]1[CH:47]=[N:48][C:42]2[NH:41][C:40](=[O:54])[N:39]([CH2:38][CH2:37][N:31]3[CH2:32][CH2:33][O:34][CH2:35][CH2:36]3)[CH2:44][C:43]=2[CH:45]=1, predict the reactants needed to synthesize it. The reactants are: [Cl:1][C:2]1[C:3]([O:11][CH2:12][CH3:13])=[C:4]([CH:8]=[CH:9][CH:10]=1)[CH2:5][NH:6][CH3:7].CNCC1C=CC2C(=CC=CC=2)C=1CCC.Cl.[N:31]1([CH2:37][CH2:38][N:39]2[CH2:44][C:43]3[CH:45]=[C:46](/[CH:49]=[CH:50]/[C:51]([OH:53])=O)[CH:47]=[N:48][C:42]=3[NH:41][C:40]2=[O:54])[CH2:36][CH2:35][O:34][CH2:33][CH2:32]1. (4) The reactants are: [Cl:1][C:2]1[C:3](B(O)O)=[CH:4][C:5]([F:8])=[N:6][CH:7]=1.Cl[C:13]1[N:18]=[C:17]([O:19][CH2:20][C:21]2([C:27]#[N:28])[CH2:26][CH2:25][O:24][CH2:23][CH2:22]2)[CH:16]=[N:15][CH:14]=1.C(=O)([O-])[O-].[Na+].[Na+].O. Given the product [Cl:1][C:2]1[C:3]([C:13]2[N:18]=[C:17]([O:19][CH2:20][C:21]3([C:27]#[N:28])[CH2:26][CH2:25][O:24][CH2:23][CH2:22]3)[CH:16]=[N:15][CH:14]=2)=[CH:4][C:5]([F:8])=[N:6][CH:7]=1, predict the reactants needed to synthesize it.